This data is from Reaction yield outcomes from USPTO patents with 853,638 reactions. The task is: Predict the reaction yield, written as a fraction of the theoretical maximum amount of product (1.0 means a 100% yield; for example, 0.34 means a 34% yield). (1) The reactants are [CH:1]1([C:4]2[CH:11]=[CH:10][C:7]([C:8]#[N:9])=[C:6]([OH:12])[N:5]=2)[CH2:3][CH2:2]1.[N+:13]([O-])([OH:15])=[O:14]. The catalyst is CC(OC(C)=O)=O. The product is [CH:1]1([C:4]2[C:11]([N+:13]([O-:15])=[O:14])=[CH:10][C:7]([C:8]#[N:9])=[C:6]([OH:12])[N:5]=2)[CH2:2][CH2:3]1. The yield is 0.604. (2) The reactants are [CH:1]([O:4][C:5]([C:7]1[CH:12]=[C:11](B(O)O)[CH:10]=[CH:9][N:8]=1)=[O:6])([CH3:3])[CH3:2].C(=O)([O-])[O-].[K+].[K+].Br[C:23]1[CH:24]=[CH:25][C:26]([C:29]([OH:32])([CH3:31])[CH3:30])=[N:27][CH:28]=1. The catalyst is C1(C)C=CC=CC=1. The product is [OH:32][C:29]([C:26]1[N:27]=[CH:28][C:23]([C:11]2[CH:10]=[CH:9][N:8]=[C:7]([C:5]([O:4][CH:1]([CH3:3])[CH3:2])=[O:6])[CH:12]=2)=[CH:24][CH:25]=1)([CH3:31])[CH3:30]. The yield is 0.470. (3) The reactants are [F:1][C:2]1[C:7]2[N:8]=[C:9]([C:11]3[CH:12]=[C:13]([C:20]4[C:21]([N:40]([CH3:45])[S:41]([CH3:44])(=[O:43])=[O:42])=[CH:22][C:23]5[O:27][C:26]([C:28]6[CH:33]=[CH:32][C:31]([F:34])=[CH:30][CH:29]=6)=[C:25]([C:35]([NH:37][CH3:38])=[O:36])[C:24]=5[CH:39]=4)[CH:14]=[CH:15][C:16]=3[N+:17]([O-])=O)[O:10][C:6]=2[CH:5]=[CH:4][CH:3]=1.[NH4+].[Cl-]. The catalyst is CO.[Fe]. The product is [NH2:17][C:16]1[CH:15]=[CH:14][C:13]([C:20]2[C:21]([N:40]([CH3:45])[S:41]([CH3:44])(=[O:42])=[O:43])=[CH:22][C:23]3[O:27][C:26]([C:28]4[CH:33]=[CH:32][C:31]([F:34])=[CH:30][CH:29]=4)=[C:25]([C:35]([NH:37][CH3:38])=[O:36])[C:24]=3[CH:39]=2)=[CH:12][C:11]=1[C:9]1[O:10][C:6]2[CH:5]=[CH:4][CH:3]=[C:2]([F:1])[C:7]=2[N:8]=1. The yield is 0.940. (4) The reactants are [CH2:1]([O:3][C:4](=[CH2:8])[C:5]([OH:7])=[O:6])[CH3:2].Br[CH2:10][C:11]1[CH:16]=[CH:15][CH:14]=[CH:13][CH:12]=1.C(=O)([O-])[O-].[K+].[K+]. The catalyst is CN(C=O)C. The product is [CH2:1]([O:3][C:4](=[CH2:8])[C:5]([O:7][CH2:10][C:11]1[CH:16]=[CH:15][CH:14]=[CH:13][CH:12]=1)=[O:6])[CH3:2]. The yield is 0.310. (5) The reactants are [N:1]1([NH:10][C:11]([C:13]2[CH:14]=[N:15][C:16]([C:19]3[CH:24]=[CH:23][CH:22]=[CH:21][N:20]=3)=[N:17][CH:18]=2)=[O:12])[C:9]2[C:4](=[CH:5][CH:6]=[CH:7][CH:8]=2)[CH2:3][CH2:2]1. The catalyst is C(Cl)Cl.O=[Mn]=O. The product is [N:1]1([NH:10][C:11]([C:13]2[CH:14]=[N:15][C:16]([C:19]3[CH:24]=[CH:23][CH:22]=[CH:21][N:20]=3)=[N:17][CH:18]=2)=[O:12])[C:9]2[C:4](=[CH:5][CH:6]=[CH:7][CH:8]=2)[CH:3]=[CH:2]1. The yield is 0.500. (6) The reactants are [Cl:1][C:2]1[N:7]=[C:6](Cl)[CH:5]=[C:4]([CH3:9])[N:3]=1.[OH:10][CH:11]1[CH2:16][CH2:15][NH:14][CH2:13][CH2:12]1. The catalyst is O1CCCC1. The product is [Cl:1][C:2]1[N:7]=[C:6]([N:14]2[CH2:15][CH2:16][CH:11]([OH:10])[CH2:12][CH2:13]2)[CH:5]=[C:4]([CH3:9])[N:3]=1. The yield is 0.570. (7) The reactants are C(Cl)(=O)[CH2:2][CH2:3][CH2:4][CH2:5][CH2:6][CH2:7][CH2:8][CH2:9][CH3:10].[N-]=[N+]=[N-].[Na+].[N-:17]=[N+]=[N-].C1(C)C=CC=CC=1.C[C:28](C)=[O:29]. The catalyst is O. The product is [CH2:2]([N:17]=[C:28]=[O:29])[CH2:3][CH2:4][CH2:5][CH2:6][CH2:7][CH2:8][CH2:9][CH3:10]. The yield is 0.470. (8) The reactants are C([O:4][CH:5]1[C:10]2[CH:11]=[CH:12][S:13][C:9]=2[CH2:8][CH2:7][CH2:6]1)(=O)C.[Br:14]N1C(=O)CCC1=O.O.[OH-].[Na+]. The catalyst is C(Cl)(Cl)Cl. The product is [Br:14][C:12]1[S:13][C:9]2[CH2:8][CH2:7][CH2:6][CH:5]([OH:4])[C:10]=2[CH:11]=1. The yield is 0.820.